Dataset: Retrosynthesis with 50K atom-mapped reactions and 10 reaction types from USPTO. Task: Predict the reactants needed to synthesize the given product. (1) The reactants are: CCn1cnc2c(Nc3cccc([N+](=O)[O-])c3)nc(N[C@H]3CC[C@H](O)CC3)nc21. Given the product CCn1cnc2c(Nc3cccc(N)c3)nc(N[C@H]3CC[C@H](O)CC3)nc21, predict the reactants needed to synthesize it. (2) Given the product COc1cc(C)c(S(=O)(=O)N2CCCCC2CO)c(C)c1, predict the reactants needed to synthesize it. The reactants are: COc1cc(C)c(S(=O)(=O)Cl)c(C)c1.OCC1CCCCN1. (3) Given the product CCCCC(=O)c1c(-c2ccc3cc(O)ccc3c2)oc2ccccc12, predict the reactants needed to synthesize it. The reactants are: CCCCC(=O)c1c(-c2ccc3cc(OC)ccc3c2)oc2ccccc12. (4) The reactants are: Nc1cccc(S(N)(=O)=O)c1.O=C(O)c1cnn2c(C(F)F)cc(-c3ccc(C(F)(F)F)c(F)c3)nc12. Given the product NS(=O)(=O)c1cccc(NC(=O)c2cnn3c(C(F)F)cc(-c4ccc(C(F)(F)F)c(F)c4)nc23)c1, predict the reactants needed to synthesize it. (5) Given the product COC[C@H]1CCCN1S(=O)(=O)c1ccc2c(c1)C(=O)C1=NCC(C)(C)CN12, predict the reactants needed to synthesize it. The reactants are: COC[C@H]1CCCN1S(=O)(=O)c1ccc2c(c1)C1(OCCCO1)C1=NCC(C)(C)CN12. (6) The reactants are: Cc1c(C#N)c(N)c(OC(=O)C2=CCCC2)c(F)c1-c1ccccc1. Given the product Cc1c(-c2ccccc2)c(F)c2oc(C3=CCCC3)nc2c1C#N, predict the reactants needed to synthesize it.